From a dataset of Full USPTO retrosynthesis dataset with 1.9M reactions from patents (1976-2016). Predict the reactants needed to synthesize the given product. (1) Given the product [NH:4]1[C:8]2[CH:9]=[C:10]([CH2:12][OH:13])[S:11][C:7]=2[CH:6]=[N:5]1, predict the reactants needed to synthesize it. The reactants are: C([N:4]1[C:8]2[CH:9]=[C:10]([C:12](OC)=[O:13])[S:11][C:7]=2[CH:6]=[N:5]1)(=O)C.[BH4-].[Na+].[H-].[H-].[H-].[H-].[Li+].[Al+3].[NH4+].[Cl-]. (2) Given the product [CH2:1]([O:4][C:5]1[CH:6]=[C:7]([CH:27]=[CH:28][CH:29]=1)[O:8][C:9]1[CH:10]=[CH:11][C:12]([CH2:13][N:14]([CH2:30][C:31]2[CH:36]=[CH:35][CH:34]=[CH:33][CH:32]=2)[C:15]2[CH:20]=[CH:19][CH:18]=[C:17]([N+:21]([O-:23])=[O:22])[C:16]=2[CH3:24])=[CH:25][CH:26]=1)[CH:2]=[CH2:3], predict the reactants needed to synthesize it. The reactants are: [CH2:1]([O:4][C:5]1[CH:6]=[C:7]([CH:27]=[CH:28][CH:29]=1)[O:8][C:9]1[CH:26]=[CH:25][C:12]([CH2:13][NH:14][C:15]2[CH:20]=[CH:19][CH:18]=[C:17]([N+:21]([O-:23])=[O:22])[C:16]=2[CH3:24])=[CH:11][CH:10]=1)[CH:2]=[CH2:3].[CH2:30](Br)[C:31]1[CH:36]=[CH:35][CH:34]=[CH:33][CH:32]=1. (3) Given the product [OH:1][C:2]1[NH:7][C:6](=[O:8])[N:5]([CH2:9][C:10]2[CH:11]=[CH:12][CH:13]=[CH:14][CH:15]=2)[C:4](=[O:16])[C:3]=1[C:17]([NH:33][CH2:34][C:35]([OH:37])=[O:36])=[O:19], predict the reactants needed to synthesize it. The reactants are: [OH:1][C:2]1[NH:7][C:6](=[O:8])[N:5]([CH2:9][C:10]2[CH:15]=[CH:14][CH:13]=[CH:12][CH:11]=2)[C:4](=[O:16])[C:3]=1[C:17]([O:19]CC)=O.C1CCN2C(=NCCC2)CC1.[NH2:33][CH2:34][C:35]([OH:37])=[O:36]. (4) Given the product [CH2:1]([N:3]1[CH2:4][CH2:5][N:6]([C:9]2[CH:10]=[C:11]([NH:12][C:36]([C:29]3[C:30]4[N:31]=[CH:32][CH:33]=[N:34][C:35]=4[C:26]([C:19]4[C:20]5[C:25](=[CH:24][CH:23]=[CH:22][CH:21]=5)[CH:16]=[N:17][CH:18]=4)=[CH:27][CH:28]=3)=[O:37])[CH:13]=[CH:14][CH:15]=2)[CH2:7][CH2:8]1)[CH3:2], predict the reactants needed to synthesize it. The reactants are: [CH2:1]([N:3]1[CH2:8][CH2:7][N:6]([C:9]2[CH:10]=[C:11]([CH:13]=[CH:14][CH:15]=2)[NH2:12])[CH2:5][CH2:4]1)[CH3:2].[CH:16]1[C:25]2[C:20](=[CH:21][CH:22]=[CH:23][CH:24]=2)[C:19]([C:26]2[C:35]3[N:34]=[CH:33][CH:32]=[N:31][C:30]=3[C:29]([C:36](O)=[O:37])=[CH:28][CH:27]=2)=[CH:18][N:17]=1.C1C2C(=CC=CC=2)C(B(O)O)=CN=1. (5) Given the product [OH:20][C:15]1[CH:14]=[C:13]([C:8]2[CH:9]=[C:10]3[C:5](=[CH:6][CH:7]=2)[CH:4]=[C:3]([OH:2])[CH:12]=[CH:11]3)[CH:18]=[C:17]([CH3:19])[CH:16]=1, predict the reactants needed to synthesize it. The reactants are: C[O:2][C:3]1[CH:12]=[CH:11][C:10]2[C:5](=[CH:6][CH:7]=[C:8]([C:13]3[CH:18]=[C:17]([CH3:19])[CH:16]=[C:15]([O:20]C)[CH:14]=3)[CH:9]=2)[CH:4]=1.B(Br)(Br)Br. (6) Given the product [F:30][CH2:29][CH2:28][CH2:27][O:26][C:23]1[CH:24]=[CH:25][C:20]([CH2:19][C@@H:11]([C:12]([OH:14])=[O:13])[CH2:10][C@H:9]([C:31]([OH:33])=[O:32])[NH2:8])=[CH:21][CH:22]=1, predict the reactants needed to synthesize it. The reactants are: C(OC([NH:8][C@@H:9]([C:31]([O:33]C(C)(C)C)=[O:32])[CH2:10][C@@H:11]([CH2:19][C:20]1[CH:25]=[CH:24][C:23]([O:26][CH2:27][CH2:28][CH2:29][F:30])=[CH:22][CH:21]=1)[C:12]([O:14]C(C)(C)C)=[O:13])=O)(C)(C)C.